This data is from NCI-60 drug combinations with 297,098 pairs across 59 cell lines. The task is: Regression. Given two drug SMILES strings and cell line genomic features, predict the synergy score measuring deviation from expected non-interaction effect. (1) Drug 1: CC1C(C(CC(O1)OC2CC(CC3=C2C(=C4C(=C3O)C(=O)C5=C(C4=O)C(=CC=C5)OC)O)(C(=O)C)O)N)O.Cl. Drug 2: CC(C)CN1C=NC2=C1C3=CC=CC=C3N=C2N. Cell line: K-562. Synergy scores: CSS=5.27, Synergy_ZIP=5.32, Synergy_Bliss=4.88, Synergy_Loewe=-8.95, Synergy_HSA=3.36. (2) Drug 1: CN1CCC(CC1)COC2=C(C=C3C(=C2)N=CN=C3NC4=C(C=C(C=C4)Br)F)OC. Drug 2: CCC1(CC2CC(C3=C(CCN(C2)C1)C4=CC=CC=C4N3)(C5=C(C=C6C(=C5)C78CCN9C7C(C=CC9)(C(C(C8N6C)(C(=O)OC)O)OC(=O)C)CC)OC)C(=O)OC)O.OS(=O)(=O)O. Cell line: RXF 393. Synergy scores: CSS=30.1, Synergy_ZIP=-3.61, Synergy_Bliss=3.03, Synergy_Loewe=-20.2, Synergy_HSA=4.79. (3) Drug 1: C1=CC(=C2C(=C1NCCNCCO)C(=O)C3=C(C=CC(=C3C2=O)O)O)NCCNCCO. Drug 2: CCCCCOC(=O)NC1=NC(=O)N(C=C1F)C2C(C(C(O2)C)O)O. Cell line: HOP-92. Synergy scores: CSS=28.6, Synergy_ZIP=-4.51, Synergy_Bliss=-8.16, Synergy_Loewe=-27.2, Synergy_HSA=-6.51. (4) Drug 1: C1CCC(CC1)NC(=O)N(CCCl)N=O. Synergy scores: CSS=21.3, Synergy_ZIP=-6.92, Synergy_Bliss=0.458, Synergy_Loewe=-4.70, Synergy_HSA=1.22. Drug 2: C1C(C(OC1N2C=NC3=C(N=C(N=C32)Cl)N)CO)O. Cell line: BT-549. (5) Drug 1: CC1=CC2C(CCC3(C2CCC3(C(=O)C)OC(=O)C)C)C4(C1=CC(=O)CC4)C. Drug 2: C1C(C(OC1N2C=NC3=C(N=C(N=C32)Cl)N)CO)O. Cell line: EKVX. Synergy scores: CSS=1.01, Synergy_ZIP=-0.888, Synergy_Bliss=-4.21, Synergy_Loewe=-7.64, Synergy_HSA=-7.46. (6) Drug 1: CCC1(CC2CC(C3=C(CCN(C2)C1)C4=CC=CC=C4N3)(C5=C(C=C6C(=C5)C78CCN9C7C(C=CC9)(C(C(C8N6C)(C(=O)OC)O)OC(=O)C)CC)OC)C(=O)OC)O.OS(=O)(=O)O. Drug 2: CC1=C(C=C(C=C1)C(=O)NC2=CC(=CC(=C2)C(F)(F)F)N3C=C(N=C3)C)NC4=NC=CC(=N4)C5=CN=CC=C5. Cell line: UO-31. Synergy scores: CSS=0.662, Synergy_ZIP=1.61, Synergy_Bliss=2.34, Synergy_Loewe=-0.184, Synergy_HSA=0.111. (7) Drug 1: CNC(=O)C1=NC=CC(=C1)OC2=CC=C(C=C2)NC(=O)NC3=CC(=C(C=C3)Cl)C(F)(F)F. Drug 2: C1=CC=C(C(=C1)C(C2=CC=C(C=C2)Cl)C(Cl)Cl)Cl. Cell line: SN12C. Synergy scores: CSS=-8.45, Synergy_ZIP=9.46, Synergy_Bliss=11.2, Synergy_Loewe=5.55, Synergy_HSA=-0.359. (8) Drug 1: CN1CCC(CC1)COC2=C(C=C3C(=C2)N=CN=C3NC4=C(C=C(C=C4)Br)F)OC. Drug 2: C1CCC(C1)C(CC#N)N2C=C(C=N2)C3=C4C=CNC4=NC=N3. Cell line: SR. Synergy scores: CSS=35.6, Synergy_ZIP=2.02, Synergy_Bliss=-1.48, Synergy_Loewe=-3.35, Synergy_HSA=-4.26. (9) Drug 1: CC(CN1CC(=O)NC(=O)C1)N2CC(=O)NC(=O)C2. Drug 2: CCCCC(=O)OCC(=O)C1(CC(C2=C(C1)C(=C3C(=C2O)C(=O)C4=C(C3=O)C=CC=C4OC)O)OC5CC(C(C(O5)C)O)NC(=O)C(F)(F)F)O. Cell line: CAKI-1. Synergy scores: CSS=37.3, Synergy_ZIP=-5.99, Synergy_Bliss=3.33, Synergy_Loewe=7.10, Synergy_HSA=7.10. (10) Drug 1: C1=NC2=C(N1)C(=S)N=C(N2)N. Drug 2: C#CCC(CC1=CN=C2C(=N1)C(=NC(=N2)N)N)C3=CC=C(C=C3)C(=O)NC(CCC(=O)O)C(=O)O. Cell line: UACC-257. Synergy scores: CSS=21.1, Synergy_ZIP=-5.63, Synergy_Bliss=1.06, Synergy_Loewe=0.278, Synergy_HSA=0.612.